Dataset: Full USPTO retrosynthesis dataset with 1.9M reactions from patents (1976-2016). Task: Predict the reactants needed to synthesize the given product. (1) Given the product [CH:7]([N:20]1[CH2:23][CH:22]([N:24]2[CH2:29][CH2:28][N:27]([C:30]([O:32][C:33]([CH3:34])([CH3:35])[CH3:36])=[O:31])[CH2:26][CH:25]2[CH2:37][OH:38])[CH2:21]1)([C:14]1[CH:15]=[CH:16][CH:17]=[CH:18][CH:19]=1)[C:8]1[CH:13]=[CH:12][CH:11]=[CH:10][CH:9]=1, predict the reactants needed to synthesize it. The reactants are: [H-].[H-].[H-].[H-].[Li+].[Al+3].[CH:7]([N:20]1[CH2:23][CH:22]([N:24]2[CH2:29][CH2:28][N:27]([C:30]([O:32][C:33]([CH3:36])([CH3:35])[CH3:34])=[O:31])[CH2:26][CH:25]2[C:37](OC)=[O:38])[CH2:21]1)([C:14]1[CH:19]=[CH:18][CH:17]=[CH:16][CH:15]=1)[C:8]1[CH:13]=[CH:12][CH:11]=[CH:10][CH:9]=1.O.[OH-].[Na+]. (2) Given the product [C:15]([C:10]1[CH:9]=[C:8]2[C:13]([CH:14]=[C:6]([C:4]([OH:5])=[O:3])[NH:7]2)=[CH:12][CH:11]=1)(=[O:17])[NH2:16], predict the reactants needed to synthesize it. The reactants are: C([O:3][C:4]([C:6]1[NH:7][C:8]2[C:13]([CH:14]=1)=[CH:12][CH:11]=[C:10]([C:15](=[O:17])[NH2:16])[CH:9]=2)=[O:5])C.Cl. (3) Given the product [OH:39][CH2:40][CH2:41][C:42]1[CH:47]=[CH:46][C:45]([CH2:48][CH2:49][N:32]2[CH2:31][CH2:30][C:28]3([O:27][CH2:26][CH2:25][N:24]([C:22]([C:20]4[N:21]=[C:17]([CH:14]([CH3:16])[CH3:15])[S:18][CH:19]=4)=[O:23])[CH2:29]3)[CH2:34][CH2:33]2)=[CH:44][CH:43]=1, predict the reactants needed to synthesize it. The reactants are: C(=O)([O-])[O-].[K+].[K+].FC(F)(F)C(O)=O.[CH:14]([C:17]1[S:18][CH:19]=[C:20]([C:22]([N:24]2[CH2:29][C:28]3([CH2:34][CH2:33][NH:32][CH2:31][CH2:30]3)[O:27][CH2:26][CH2:25]2)=[O:23])[N:21]=1)([CH3:16])[CH3:15].CS([O:39][CH2:40][CH2:41][C:42]1[CH:47]=[CH:46][C:45]([CH2:48][CH2:49]O)=[CH:44][CH:43]=1)(=O)=O.